From a dataset of TCR-epitope binding with 47,182 pairs between 192 epitopes and 23,139 TCRs. Binary Classification. Given a T-cell receptor sequence (or CDR3 region) and an epitope sequence, predict whether binding occurs between them. (1) The epitope is ISPRTLNAW. The TCR CDR3 sequence is CASSLEGSAGELFF. Result: 0 (the TCR does not bind to the epitope). (2) The epitope is KEIDRLNEV. The TCR CDR3 sequence is CASSQDRGLMNTEAFF. Result: 0 (the TCR does not bind to the epitope).